This data is from Catalyst prediction with 721,799 reactions and 888 catalyst types from USPTO. The task is: Predict which catalyst facilitates the given reaction. (1) Reactant: [NH:1]1[C:9]2[C:4](=[N:5][CH:6]=[CH:7][CH:8]=2)[CH:3]=[CH:2]1.CC(C)([O-])C.[K+].[NH2:16]Cl. Product: [N:1]1([NH2:16])[C:9]2[C:4](=[N:5][CH:6]=[CH:7][CH:8]=2)[CH:3]=[CH:2]1. The catalyst class is: 215. (2) Reactant: F[C:2]1[CH:7]=[CH:6][C:5]([N+:8]([O-:10])=[O:9])=[CH:4][CH:3]=1.[CH:11]([O:14][CH2:15][CH2:16][NH2:17])([CH3:13])[CH3:12].C([O-])([O-])=O.[K+].[K+]. Product: [CH:11]([O:14][CH2:15][CH2:16][NH:17][C:2]1[CH:7]=[CH:6][C:5]([N+:8]([O-:10])=[O:9])=[CH:4][CH:3]=1)([CH3:13])[CH3:12]. The catalyst class is: 60.